From a dataset of NCI-60 drug combinations with 297,098 pairs across 59 cell lines. Regression. Given two drug SMILES strings and cell line genomic features, predict the synergy score measuring deviation from expected non-interaction effect. (1) Drug 1: CNC(=O)C1=CC=CC=C1SC2=CC3=C(C=C2)C(=NN3)C=CC4=CC=CC=N4. Drug 2: CS(=O)(=O)CCNCC1=CC=C(O1)C2=CC3=C(C=C2)N=CN=C3NC4=CC(=C(C=C4)OCC5=CC(=CC=C5)F)Cl. Cell line: CCRF-CEM. Synergy scores: CSS=-2.74, Synergy_ZIP=-1.88, Synergy_Bliss=-2.87, Synergy_Loewe=-8.10, Synergy_HSA=-6.49. (2) Drug 1: CCC1=CC2CC(C3=C(CN(C2)C1)C4=CC=CC=C4N3)(C5=C(C=C6C(=C5)C78CCN9C7C(C=CC9)(C(C(C8N6C)(C(=O)OC)O)OC(=O)C)CC)OC)C(=O)OC.C(C(C(=O)O)O)(C(=O)O)O. Drug 2: C1C(C(OC1N2C=NC(=NC2=O)N)CO)O. Cell line: SK-MEL-2. Synergy scores: CSS=59.7, Synergy_ZIP=2.03, Synergy_Bliss=1.69, Synergy_Loewe=4.52, Synergy_HSA=5.52. (3) Drug 1: C1=CC=C(C(=C1)C(C2=CC=C(C=C2)Cl)C(Cl)Cl)Cl. Drug 2: CCCCCOC(=O)NC1=NC(=O)N(C=C1F)C2C(C(C(O2)C)O)O. Cell line: UACC-257. Synergy scores: CSS=3.32, Synergy_ZIP=-3.19, Synergy_Bliss=-3.03, Synergy_Loewe=-2.58, Synergy_HSA=-1.87.